Dataset: Catalyst prediction with 721,799 reactions and 888 catalyst types from USPTO. Task: Predict which catalyst facilitates the given reaction. (1) Reactant: [C:1]([C:4]1[C:5](Br)=[N:6][CH:7]=[CH:8][CH:9]=1)(=[O:3])[CH3:2].[C:11]1([C:17]#[CH:18])[CH:16]=[CH:15][CH:14]=[CH:13][CH:12]=1.CCN(C(C)C)C(C)C.[Cl-]. Product: [C:11]1([C:17]#[C:18][C:5]2[C:4]([C:1](=[O:3])[CH3:2])=[CH:9][CH:8]=[CH:7][N:6]=2)[CH:16]=[CH:15][CH:14]=[CH:13][CH:12]=1. The catalyst class is: 85. (2) Reactant: [F:1][C:2]1[CH:3]=[C:4]([NH:26][C@@H:27]2[CH2:30][C@H:29]([C:31]([O:33]C)=[O:32])[CH2:28]2)[CH:5]=[CH:6][C:7]=1[C:8]1[S:9][C:10]2[C:15]([N:16]=1)=[CH:14][CH:13]=[C:12]([C:17]1([C:20]3[CH:25]=[CH:24][CH:23]=[CH:22][CH:21]=3)[CH2:19][CH2:18]1)[N:11]=2.[OH-].[Na+].Cl. Product: [F:1][C:2]1[CH:3]=[C:4]([NH:26][C@@H:27]2[CH2:30][C@H:29]([C:31]([OH:33])=[O:32])[CH2:28]2)[CH:5]=[CH:6][C:7]=1[C:8]1[S:9][C:10]2[C:15]([N:16]=1)=[CH:14][CH:13]=[C:12]([C:17]1([C:20]3[CH:25]=[CH:24][CH:23]=[CH:22][CH:21]=3)[CH2:18][CH2:19]1)[N:11]=2. The catalyst class is: 1. (3) Reactant: [F:1][C:2]([F:15])([F:14])[CH:3]([OH:13])[CH2:4][N:5]1[CH2:10][CH2:9][CH2:8][CH:7]([C:11]#[N:12])[CH2:6]1.[Cl:16][C:17]1[CH:22]=[CH:21][C:20]([N:23]=[C:24]=[O:25])=[CH:19][CH:18]=1.C(N(CC)CC)C. Product: [C:11]([CH:7]1[CH2:8][CH2:9][CH2:10][N:5]([CH2:4][CH:3]([O:13][C:24](=[O:25])[NH:23][C:20]2[CH:21]=[CH:22][C:17]([Cl:16])=[CH:18][CH:19]=2)[C:2]([F:1])([F:14])[F:15])[CH2:6]1)#[N:12]. The catalyst class is: 4. (4) Reactant: [CH2:1]([N:3]([CH2:21][CH3:22])[C:4](=[O:20])[CH2:5][N:6]1[CH2:11][CH2:10][N:9]([C:12]2[CH:17]=[CH:16][CH:15]=[C:14]([CH2:18][OH:19])[N:13]=2)[CH2:8][CH2:7]1)[CH3:2]. Product: [CH2:21]([N:3]([CH2:1][CH3:2])[C:4](=[O:20])[CH2:5][N:6]1[CH2:7][CH2:8][N:9]([C:12]2[CH:17]=[CH:16][CH:15]=[C:14]([CH:18]=[O:19])[N:13]=2)[CH2:10][CH2:11]1)[CH3:22]. The catalyst class is: 428. (5) Reactant: [Br:1][C:2]1[CH:7]=[CH:6][C:5]([CH2:8]O)=[C:4]([CH3:10])[CH:3]=1.C1(P(C2C=CC=CC=2)C2C=CC=CC=2)C=CC=CC=1.[Br:30]N1C(=O)CCC1=O. Product: [Br:1][C:2]1[CH:7]=[CH:6][C:5]([CH2:8][Br:30])=[C:4]([CH3:10])[CH:3]=1. The catalyst class is: 2. (6) Reactant: [Cl:1][C:2]1[N:7]=[C:6](Cl)[C:5]([CH3:9])=[CH:4][N:3]=1.[CH3:10][NH2:11].CO. Product: [Cl:1][C:2]1[N:7]=[C:6]([NH:11][CH3:10])[C:5]([CH3:9])=[CH:4][N:3]=1. The catalyst class is: 2. (7) Reactant: [NH2:1][C:2]1[CH:6]([O:7][CH2:8][CH3:9])[O:5][C:4](=[O:10])[CH:3]=1.C[Si]([N-][Si](C)(C)C)(C)C.[Li+].[C:21]([O:25][C:26]([N:28]1[CH2:32][CH2:31][CH2:30][CH:29]1[C:33](F)=[O:34])=[O:27])([CH3:24])([CH3:23])[CH3:22]. Product: [C:21]([O:25][C:26]([N:28]1[CH2:32][CH2:31][CH2:30][C@@H:29]1[C:33](=[O:34])[NH:1][C:2]1[CH:6]([O:7][CH2:8][CH3:9])[O:5][C:4](=[O:10])[CH:3]=1)=[O:27])([CH3:24])([CH3:23])[CH3:22]. The catalyst class is: 54. (8) Reactant: [C:1]1([SH:7])[CH:6]=[CH:5][CH:4]=[CH:3][CH:2]=1.[OH-].[Na+].Cl[C:11]1[N:16]=[C:15]([N:17]2[CH2:22][CH2:21][O:20][CH2:19][CH2:18]2)[N:14]=[C:13]([N:23]2[C:27]3[CH:28]=[CH:29][CH:30]=[CH:31][C:26]=3[N:25]=[C:24]2[CH:32]([F:34])[F:33])[N:12]=1.COCCOCCN(CCOCCOC)CCOCCOC. Product: [F:34][CH:32]([F:33])[C:24]1[N:23]([C:13]2[N:14]=[C:15]([N:17]3[CH2:18][CH2:19][O:20][CH2:21][CH2:22]3)[N:16]=[C:11]([S:7][C:1]3[CH:6]=[CH:5][CH:4]=[CH:3][CH:2]=3)[N:12]=2)[C:27]2[CH:28]=[CH:29][CH:30]=[CH:31][C:26]=2[N:25]=1. The catalyst class is: 127. (9) The catalyst class is: 58. Product: [Br:7][C:8]1[CH:9]=[C:10]([CH:13]=[CH:14][C:15]=1[O:24][C:21]1[CH:22]=[CH:23][C:18]([Cl:17])=[CH:19][C:20]=1[O:25][CH3:26])[C:11]#[N:12]. Reactant: C(=O)([O-])[O-].[K+].[K+].[Br:7][C:8]1[CH:9]=[C:10]([CH:13]=[CH:14][C:15]=1F)[C:11]#[N:12].[Cl:17][C:18]1[CH:23]=[CH:22][C:21]([OH:24])=[C:20]([O:25][CH3:26])[CH:19]=1. (10) Reactant: C(OC([N:8]1[CH2:13][CH2:12][CH:11]([O:14][C:15]2[N:16]=[N:17][C:18]([CH2:35][CH2:36][CH2:37][CH3:38])=[C:19]([C:21]3[CH:26]=[CH:25][C:24]([O:27][CH2:28][C:29]4[CH:34]=[CH:33][CH:32]=[CH:31][CH:30]=4)=[CH:23][CH:22]=3)[CH:20]=2)[CH2:10][CH2:9]1)=O)(C)(C)C.[ClH:39]. Product: [ClH:39].[ClH:39].[CH2:28]([O:27][C:24]1[CH:25]=[CH:26][C:21]([C:19]2[CH:20]=[C:15]([O:14][CH:11]3[CH2:12][CH2:13][NH:8][CH2:9][CH2:10]3)[N:16]=[N:17][C:18]=2[CH2:35][CH2:36][CH2:37][CH3:38])=[CH:22][CH:23]=1)[C:29]1[CH:30]=[CH:31][CH:32]=[CH:33][CH:34]=1. The catalyst class is: 12.